This data is from Catalyst prediction with 721,799 reactions and 888 catalyst types from USPTO. The task is: Predict which catalyst facilitates the given reaction. (1) Reactant: Cl.[CH2:2]([O:4][C:5](=[O:16])[C@H:6]([CH2:8][C:9]1[CH:14]=[CH:13][C:12]([OH:15])=[CH:11][CH:10]=1)[NH2:7])[CH3:3].[C:17]([NH:24][C:25]1([C:30](O)=[O:31])[CH2:29][CH2:28][CH2:27][CH2:26]1)([O:19][C:20]([CH3:23])([CH3:22])[CH3:21])=[O:18].C1C=CC2N(O)N=NC=2C=1.C1CCC(N=C=NC2CCCCC2)CC1.CCN(CC)CC. Product: [CH2:2]([O:4][C:5](=[O:16])[CH:6]([NH:7][C:30]([C:25]1([NH:24][C:17]([O:19][C:20]([CH3:23])([CH3:22])[CH3:21])=[O:18])[CH2:29][CH2:28][CH2:27][CH2:26]1)=[O:31])[CH2:8][C:9]1[CH:10]=[CH:11][C:12]([OH:15])=[CH:13][CH:14]=1)[CH3:3]. The catalyst class is: 2. (2) Reactant: C(OC([N:8]1[CH2:14][CH2:13][CH2:12][N:11]([C:15]2[N:19]([CH:20]=[CH2:21])[C:18]3[CH:22]=[CH:23][CH:24]=[CH:25][C:17]=3[N:16]=2)[CH2:10][CH2:9]1)=O)(C)(C)C.[IH:26]. Product: [IH:26].[IH:26].[N:11]1([C:15]2[N:19]([CH:20]=[CH2:21])[C:18]3[CH:22]=[CH:23][CH:24]=[CH:25][C:17]=3[N:16]=2)[CH2:12][CH2:13][CH2:14][NH:8][CH2:9][CH2:10]1. The catalyst class is: 5. (3) The catalyst class is: 40. Reactant: [CH2:1]([O:6][C:7]1[CH:12]=[CH:11][C:10]([C:13](=[O:27])[CH2:14][C:15]([C:17]2[CH:26]=[CH:25][C:20]([C:21]([O:23]C)=[O:22])=[CH:19][CH:18]=2)=O)=[CH:9][CH:8]=1)[CH2:2][CH2:3][CH2:4][CH3:5].[OH-].[Na+].Cl.[NH2:31]O.Cl. Product: [CH2:1]([O:6][C:7]1[CH:12]=[CH:11][C:10]([C:13]2[O:27][N:31]=[C:15]([C:17]3[CH:26]=[CH:25][C:20]([C:21]([OH:23])=[O:22])=[CH:19][CH:18]=3)[CH:14]=2)=[CH:9][CH:8]=1)[CH2:2][CH2:3][CH2:4][CH3:5]. (4) Reactant: Br[C:2]1[C:3]([CH:16]2[CH2:18][CH2:17]2)=[C:4]2[C:9](=[CH:10][CH:11]=1)[N:8]1[C:12]([CH3:15])=[N:13][N:14]=[C:7]1[CH2:6][CH2:5]2.[F:19][C:20]1[CH:21]=[C:22](B(O)O)[CH:23]=[N:24][CH:25]=1.O1CCOCC1.C(=O)([O-])[O-].[Na+].[Na+]. Product: [CH:16]1([C:3]2[C:2]([C:22]3[CH:23]=[N:24][CH:25]=[C:20]([F:19])[CH:21]=3)=[CH:11][CH:10]=[C:9]3[C:4]=2[CH2:5][CH2:6][C:7]2[N:8]3[C:12]([CH3:15])=[N:13][N:14]=2)[CH2:18][CH2:17]1. The catalyst class is: 263. (5) Reactant: F[C:2](F)(F)[C:3](O)=[O:4].[CH:8]1([CH2:14][CH2:15][N:16]2[C:20]3[N:21]=[C:22]([C:25]#[N:26])[N:23]=[CH:24][C:19]=3[CH:18]=[C:17]2[CH2:27][N:28]2[C:32](=[O:33])[C:31]3([CH2:38][CH2:37][NH:36][CH2:35][CH2:34]3)[N:30]([C:39]3[CH:44]=[CH:43][CH:42]=[CH:41][CH:40]=3)[CH2:29]2)[CH2:13][CH2:12][CH2:11][CH2:10][CH2:9]1.C(OC(=O)C)(=O)C. Product: [C:3]([N:36]1[CH2:37][CH2:38][C:31]2([N:30]([C:39]3[CH:44]=[CH:43][CH:42]=[CH:41][CH:40]=3)[CH2:29][N:28]([CH2:27][C:17]3[N:16]([CH2:15][CH2:14][CH:8]4[CH2:13][CH2:12][CH2:11][CH2:10][CH2:9]4)[C:20]4[N:21]=[C:22]([C:25]#[N:26])[N:23]=[CH:24][C:19]=4[CH:18]=3)[C:32]2=[O:33])[CH2:34][CH2:35]1)(=[O:4])[CH3:2]. The catalyst class is: 236.